Task: Predict which catalyst facilitates the given reaction.. Dataset: Catalyst prediction with 721,799 reactions and 888 catalyst types from USPTO Reactant: [CH2:1]([O:3][C:4]([N:6]1[C:15]2[C:10](=[N:11][C:12]([O:16][CH3:17])=[CH:13][CH:14]=2)[C@@H:9]([NH:18][C:19]2[N:24]=[C:23]([CH2:25][C:26]3[CH:31]=[C:30]([C:32]([F:35])([F:34])[F:33])[CH:29]=[C:28]([C:36]([F:39])([F:38])[F:37])[CH:27]=3)[C:22]([C:40](O)=[O:41])=[CH:21][N:20]=2)[CH2:8][C@H:7]1[CH2:43][CH3:44])=[O:5])[CH3:2].Cl.C[O:47][C:48](=[O:52])[CH2:49][CH2:50][NH2:51].O.ON1C2C=CC=CC=2N=N1.Cl.CN(C)CCCN=C=NCC. Product: [CH2:1]([O:3][C:4]([N:6]1[C:15]2[C:10](=[N:11][C:12]([O:16][CH3:17])=[CH:13][CH:14]=2)[C@@H:9]([NH:18][C:19]2[N:24]=[C:23]([CH2:25][C:26]3[CH:31]=[C:30]([C:32]([F:35])([F:34])[F:33])[CH:29]=[C:28]([C:36]([F:38])([F:39])[F:37])[CH:27]=3)[C:22]([C:40](=[O:41])[NH:51][CH2:50][CH2:49][C:48]([OH:52])=[O:47])=[CH:21][N:20]=2)[CH2:8][C@H:7]1[CH2:43][CH3:44])=[O:5])[CH3:2]. The catalyst class is: 289.